The task is: Regression. Given a peptide amino acid sequence and an MHC pseudo amino acid sequence, predict their binding affinity value. This is MHC class II binding data.. This data is from Peptide-MHC class II binding affinity with 134,281 pairs from IEDB. (1) The peptide sequence is AEMVIHHQHVQDCDE. The MHC is DRB1_0404 with pseudo-sequence DRB1_0404. The binding affinity (normalized) is 0.440. (2) The MHC is HLA-DQA10501-DQB10301 with pseudo-sequence HLA-DQA10501-DQB10301. The binding affinity (normalized) is 0.907. The peptide sequence is LAGDAAGAWRTAAVE.